From a dataset of Reaction yield outcomes from USPTO patents with 853,638 reactions. Predict the reaction yield, written as a fraction of the theoretical maximum amount of product (1.0 means a 100% yield; for example, 0.34 means a 34% yield). (1) The reactants are [CH2:1]1[O:13][C:12]2[CH:11]=[CH:10][C:5]([NH:6][C:7](=[O:9])[CH3:8])=[CH:4][C:3]=2[O:2]1.[I:14]Cl.[O-]S([O-])(=S)=O.[Na+].[Na+]. The catalyst is C(Cl)Cl.CC(O)=O. The product is [I:14][C:10]1[C:5]([NH:6][C:7](=[O:9])[CH3:8])=[CH:4][C:3]2[O:2][CH2:1][O:13][C:12]=2[CH:11]=1. The yield is 0.570. (2) The reactants are CC(C)([O-])C.[K+].[OH:7][CH2:8][CH2:9][CH2:10][N:11]1[C:19]2[C:14](=[CH:15][CH:16]=[CH:17][CH:18]=2)[C:13]([CH2:20][C:21]([NH2:23])=[O:22])=[CH:12]1.C[O:25][C:26](=O)[C:27]([C:29]1[CH:37]=[CH:36][CH:35]=[C:34]2[C:30]=1[CH:31]=[CH:32][N:33]2[CH3:38])=O. The catalyst is CN(C)C=O. The product is [CH3:38][N:33]1[C:34]2[C:30](=[C:29]([C:27]3[C:26](=[O:25])[NH:23][C:21](=[O:22])[C:20]=3[C:13]3[C:14]4[C:19](=[CH:18][CH:17]=[CH:16][CH:15]=4)[N:11]([CH2:10][CH2:9][CH2:8][OH:7])[CH:12]=3)[CH:37]=[CH:36][CH:35]=2)[CH:31]=[CH:32]1. The yield is 0.540.